Dataset: Catalyst prediction with 721,799 reactions and 888 catalyst types from USPTO. Task: Predict which catalyst facilitates the given reaction. (1) Reactant: [CH3:1][O:2][C:3]1[CH:4]=[C:5]2[C:10](=[CH:11][C:12]=1[O:13][CH3:14])[CH2:9][NH:8][CH2:7][CH2:6]2.[C:15]([C:19]1[CH:33]=[CH:32][C:22]([O:23][C:24]2[CH:25]=[C:26]([CH:29]=[CH:30][CH:31]=2)[CH:27]=O)=[CH:21][CH:20]=1)([CH3:18])([CH3:17])[CH3:16].[BH-](OC(C)=O)(OC(C)=O)OC(C)=O.[Na+].[OH-].[Na+]. Product: [C:15]([C:19]1[CH:33]=[CH:32][C:22]([O:23][C:24]2[CH:25]=[C:26]([CH:29]=[CH:30][CH:31]=2)[CH2:27][N:8]2[CH2:7][CH2:6][C:5]3[C:10](=[CH:11][C:12]([O:13][CH3:14])=[C:3]([O:2][CH3:1])[CH:4]=3)[CH2:9]2)=[CH:21][CH:20]=1)([CH3:18])([CH3:16])[CH3:17]. The catalyst class is: 478. (2) Reactant: [Cl:1][C:2]1[C:6]([Cl:7])=[C:5]([CH3:8])[NH:4][C:3]=1[C:9]([NH:11][CH:12]1[CH2:17][CH2:16][C:15]([C:18]2[CH:19]=[CH:20][CH:21]=[C:22]([CH:26]=2)[C:23]([OH:25])=O)=[CH:14][CH2:13]1)=[O:10].Cl.[CH3:28][O:29][NH2:30].C1C=CC2N(O)N=NC=2C=1.CN1CCOCC1.C(Cl)CCl. Product: [Cl:1][C:2]1[C:6]([Cl:7])=[C:5]([CH3:8])[NH:4][C:3]=1[C:9]([NH:11][CH:12]1[CH2:17][CH2:16][C:15]([C:18]2[CH:19]=[CH:20][CH:21]=[C:22]([C:23]([NH:30][O:29][CH3:28])=[O:25])[CH:26]=2)=[CH:14][CH2:13]1)=[O:10]. The catalyst class is: 2. (3) Product: [N:1]1[CH:6]=[CH:5][CH:4]=[C:3]([C:7]2[S:11][C:10]([C:12](=[N:14][O:15][C:23]3[N:28]=[CH:27][CH:26]=[CH:25][N:24]=3)[CH3:13])=[N:9][N:8]=2)[CH:2]=1. Reactant: [N:1]1[CH:6]=[CH:5][CH:4]=[C:3]([C:7]2[S:11][C:10]([C:12](=[N:14][OH:15])[CH3:13])=[N:9][N:8]=2)[CH:2]=1.C(=O)([O-])[O-].[Cs+].[Cs+].Cl[C:23]1[N:28]=[CH:27][CH:26]=[CH:25][N:24]=1. The catalyst class is: 10.